Dataset: Full USPTO retrosynthesis dataset with 1.9M reactions from patents (1976-2016). Task: Predict the reactants needed to synthesize the given product. The reactants are: CC1(C)[O:6][C:5](=[CH:7][C:8]([N:10]([CH2:13][C:14]2[CH:19]=[CH:18][C:17]([F:20])=[CH:16][CH:15]=2)[O:11][CH3:12])=[O:9])[C:4](=O)[O:3]1.[CH3:23][S:24]([NH2:27])(=[O:26])=[O:25]. Given the product [F:20][C:17]1[CH:18]=[CH:19][C:14]([CH2:13][N:10]([O:11][CH3:12])[C:8](=[O:9])[CH:7]=[C:5]([OH:6])[C:4]([NH:27][S:24]([CH3:23])(=[O:26])=[O:25])=[O:3])=[CH:15][CH:16]=1, predict the reactants needed to synthesize it.